From a dataset of Reaction yield outcomes from USPTO patents with 853,638 reactions. Predict the reaction yield, written as a fraction of the theoretical maximum amount of product (1.0 means a 100% yield; for example, 0.34 means a 34% yield). (1) The reactants are C([O:3][C:4]([C:6]1[CH:15]=[CH:14][C:9]([C:10]([O:12][CH3:13])=[O:11])=[CH:8][C:7]=1[CH3:16])=[CH2:5])C.O.[Br:18]N1C(=O)CCC1=O.CCOC(C)=O. The catalyst is C1COCC1. The product is [Br:18][CH2:3][C:4]([C:6]1[CH:15]=[CH:14][C:9]([C:10]([O:12][CH3:13])=[O:11])=[CH:8][C:7]=1[CH3:16])=[O:5]. The yield is 0.760. (2) The reactants are [OH:1][C@@H:2]([CH3:25])[CH2:3][N:4]1[C:12]2[C:7](=[CH:8][CH:9]=[CH:10][CH:11]=2)[C:6]2([CH2:16][O:15][C:14]3[CH:17]=[C:18]4[C:22](=[CH:23][C:13]2=3)[CH2:21][CH2:20][O:19]4)[C:5]1=[O:24].[H-].[Na+].[CH2:28](Br)[C:29]1[CH:34]=[CH:33][CH:32]=[CH:31][CH:30]=1. The catalyst is O1CCCC1. The product is [CH2:28]([O:1][C@@H:2]([CH3:25])[CH2:3][N:4]1[C:12]2[C:7](=[CH:8][CH:9]=[CH:10][CH:11]=2)[C:6]2([CH2:16][O:15][C:14]3[CH:17]=[C:18]4[C:22](=[CH:23][C:13]2=3)[CH2:21][CH2:20][O:19]4)[C:5]1=[O:24])[C:29]1[CH:34]=[CH:33][CH:32]=[CH:31][CH:30]=1. The yield is 0.770. (3) The reactants are [CH3:1][C:2]1[C:6]([CH2:7][N:8]2[CH:12]=[C:11]([N:13]3[C:17](=[O:18])[CH2:16][NH:15][C:14]3=[O:19])[CH:10]=[N:9]2)=[C:5]([CH3:20])[O:4][N:3]=1.[F:21][C:22]1[CH:23]=[C:24]([CH:28]=[CH:29][CH:30]=1)[CH2:25][CH2:26]Br. No catalyst specified. The product is [CH3:1][C:2]1[C:6]([CH2:7][N:8]2[CH:12]=[C:11]([N:13]3[C:17](=[O:18])[CH2:16][N:15]([CH2:26][CH2:25][C:24]4[CH:28]=[CH:29][CH:30]=[C:22]([F:21])[CH:23]=4)[C:14]3=[O:19])[CH:10]=[N:9]2)=[C:5]([CH3:20])[O:4][N:3]=1. The yield is 0.220. (4) The reactants are [CH3:1][C:2]([CH3:22])([CH3:21])[C:3]#[C:4][C:5]1[CH:10]=[C:9]([N+:11]([O-:13])=[O:12])[C:8](F)=[CH:7][C:6]=1[NH:15]C(=O)CCC.[CH3:23][C:24]([O-:27])([CH3:26])[CH3:25].[K+].O. The catalyst is CN(C=O)C. The product is [C:24]([O:27][C:8]1[CH:7]=[C:6]2[C:5]([CH:4]=[C:3]([C:2]([CH3:1])([CH3:21])[CH3:22])[NH:15]2)=[CH:10][C:9]=1[N+:11]([O-:13])=[O:12])([CH3:26])([CH3:25])[CH3:23]. The yield is 0.210. (5) The reactants are N1C([C:6]2[CH:14]=[CH:13][C:9]([C:10]([OH:12])=O)=[CH:8][CH:7]=2)=NN=N1.C1C=C[C:18]2[N:23](O)[N:22]=[N:21]C=2C=1.CC[N:27]=C=NCCCN(C)C.CCN(C(C)C)C(C)C.[CH3:45][C:46]12[CH2:53][CH:50]([NH:51][CH2:52]1)[CH2:49][C:48]([CH3:55])([CH3:54])[CH2:47]2. The catalyst is C1COCC1. The product is [N:23]1([C:6]2[CH:7]=[CH:8][C:9]([C:10]([N:51]3[CH2:52][C:46]4([CH3:45])[CH2:53][CH:50]3[CH2:49][C:48]([CH3:55])([CH3:54])[CH2:47]4)=[O:12])=[CH:13][CH:14]=2)[CH:18]=[N:27][N:21]=[N:22]1. The yield is 0.260. (6) The reactants are [CH2:1]([O:3][C:4]([C:6]1[C@@H:11]([OH:12])[C@@H:10]([OH:13])[C@H:9]([NH:14][C:15](=[O:17])[CH3:16])[C@H:8]([O:18][CH:19]([CH2:22][CH3:23])[CH2:20][CH3:21])[CH:7]=1)=[O:5])[CH3:2].[C:24]1([CH3:34])[CH:29]=[CH:28][C:27]([S:30](Cl)(=[O:32])=[O:31])=[CH:26][CH:25]=1. The catalyst is N1C=CC=CC=1.C(Cl)Cl. The product is [CH2:1]([O:3][C:4]([C:6]1[C@@H:11]([OH:12])[C@@H:10]([O:13][S:30]([C:27]2[CH:28]=[CH:29][C:24]([CH3:34])=[CH:25][CH:26]=2)(=[O:32])=[O:31])[C@@H:9]([NH:14][C:15](=[O:17])[CH3:16])[C@H:8]([O:18][CH:19]([CH2:22][CH3:23])[CH2:20][CH3:21])[CH:7]=1)=[O:5])[CH3:2]. The yield is 0.760. (7) The reactants are [F:1][C:2]([F:22])([F:21])[C:3]1[CH:4]=[C:5]([CH:18]=[CH:19][CH:20]=1)[O:6][C:7]1[CH:12]=[CH:11][C:10]([CH2:13][CH2:14][C:15](=[NH:17])[NH2:16])=[CH:9][CH:8]=1.[OH:23][CH:24]=[C:25]([CH2:30][CH3:31])[C:26](OC)=O.C([O-])(=O)C.[K+]. The catalyst is C1COCC1. The product is [CH2:30]([C:25]1[C:24](=[O:23])[N:17]=[C:15]([CH2:14][CH2:13][C:10]2[CH:9]=[CH:8][C:7]([O:6][C:5]3[CH:18]=[CH:19][CH:20]=[C:3]([C:2]([F:21])([F:22])[F:1])[CH:4]=3)=[CH:12][CH:11]=2)[NH:16][CH:26]=1)[CH3:31]. The yield is 0.163. (8) The reactants are C([O-])(O)=O.[Na+].[NH2:6][C@H:7]([CH2:12][C:13]1[CH:18]=[CH:17][CH:16]=[CH:15][CH:14]=1)[C:8]([O:10][CH3:11])=[O:9].[CH3:19][C:20]([O:23][C:24](O[C:24]([O:23][C:20]([CH3:22])([CH3:21])[CH3:19])=[O:25])=[O:25])([CH3:22])[CH3:21]. The catalyst is C(Cl)Cl. The product is [C:20]([O:23][C:24]([NH:6][C@H:7]([CH2:12][C:13]1[CH:18]=[CH:17][CH:16]=[CH:15][CH:14]=1)[C:8]([O:10][CH3:11])=[O:9])=[O:25])([CH3:22])([CH3:21])[CH3:19]. The yield is 0.950. (9) The reactants are [C:1]([C:5]1[CH:6]=[C:7]2[C:12](=[C:13]([F:15])[CH:14]=1)[C:11](=[O:16])[N:10]([C:17]1[N:24]=[CH:23][CH:22]=[C:21]([C:25]3[CH:30]=[C:29]([NH:31][C:32]4[CH:44]=[C:35]5[CH2:36][N:37]([CH:41]([CH3:43])[CH3:42])[C:38](=[O:40])[CH2:39][N:34]5[N:33]=4)[C:28](=[O:45])[N:27]([CH3:46])[CH:26]=3)[C:18]=1[CH:19]=[O:20])[N:9]=[CH:8]2)([CH3:4])([CH3:3])[CH3:2].[BH4-].[Na+]. The catalyst is CO. The product is [C:1]([C:5]1[CH:6]=[C:7]2[C:12](=[C:13]([F:15])[CH:14]=1)[C:11](=[O:16])[N:10]([C:17]1[C:18]([CH2:19][OH:20])=[C:21]([C:25]3[CH:30]=[C:29]([NH:31][C:32]4[CH:44]=[C:35]5[CH2:36][N:37]([CH:41]([CH3:42])[CH3:43])[C:38](=[O:40])[CH2:39][N:34]5[N:33]=4)[C:28](=[O:45])[N:27]([CH3:46])[CH:26]=3)[CH:22]=[CH:23][N:24]=1)[N:9]=[CH:8]2)([CH3:2])([CH3:4])[CH3:3]. The yield is 0.550.